Dataset: Cav3 T-type calcium channel HTS with 100,875 compounds. Task: Binary Classification. Given a drug SMILES string, predict its activity (active/inactive) in a high-throughput screening assay against a specified biological target. (1) The molecule is S1C(=N/C(=C\c2occc2)C1=O)c1ccccc1. The result is 0 (inactive). (2) The compound is FC(F)(F)c1n2nc(nc2nc(c1)c1ccccc1)C(=O)N1CCOCC1. The result is 0 (inactive). (3) The molecule is Clc1cc(CON\C=N\c2ncnc3sccc23)ccc1. The result is 0 (inactive). (4) The molecule is S(c1n(c2c(OCC)cccc2)c(nn1)COc1ccccc1)CC(=O)N. The result is 0 (inactive). (5) The molecule is O1CCN(CC1)C(=O)n1c2c(nc1)cccc2. The result is 0 (inactive). (6) The drug is S(CC(=O)N(CCCC)CCCC)c1oc(nn1)c1cc(OC)c(OC)c(OC)c1. The result is 0 (inactive).